Dataset: Forward reaction prediction with 1.9M reactions from USPTO patents (1976-2016). Task: Predict the product of the given reaction. (1) Given the reactants BrC1N=C(C([NH:38][C:39]2[CH:40]=[C:41]3[C:46](=[CH:47][CH:48]=2)[C:45]([N:49]([C:57]([O:59][C:60]([CH3:63])([CH3:62])[CH3:61])=[O:58])[C:50]([O:52][C:53]([CH3:56])([CH3:55])[CH3:54])=[O:51])=[N:44][CH:43]=[CH:42]3)C2C=C(CC)C=C(OC)C=2F)N(C(C2C=CC=CC=2)(C2C=CC=CC=2)C2C=CC=CC=2)C=1.[Br:64][C:65]1[CH:70]=[CH:69][CH:68]=[CH:67][C:66]=1[C:71]1[N:72]=[C:73]([CH:95]([C:97]2[CH:102]=[C:101]([CH2:103][CH3:104])[CH:100]=[C:99]([O:105][CH2:106][CH3:107])[C:98]=2[F:108])O)[N:74]([C:76]([C:89]2[CH:94]=[CH:93][CH:92]=[CH:91][CH:90]=2)([C:83]2[CH:88]=[CH:87][CH:86]=[CH:85][CH:84]=2)[C:77]2[CH:82]=[CH:81][CH:80]=[CH:79][CH:78]=2)[CH:75]=1.BrC1N=C(C(Cl)C2C=C(CC)C=C(OC)C=2F)N(C(C2C=CC=CC=2)(C2C=CC=CC=2)C2C=CC=CC=2)C=1.NC1C=C2C(=CC=1)C(N(C(OC(C)(C)C)=O)C(OC(C)(C)C)=O)=NC=C2, predict the reaction product. The product is: [Br:64][C:65]1[CH:70]=[CH:69][CH:68]=[CH:67][C:66]=1[C:71]1[N:72]=[C:73]([CH:95]([NH:38][C:39]2[CH:40]=[C:41]3[C:46](=[CH:47][CH:48]=2)[C:45]([N:49]([C:50]([O:52][C:53]([CH3:56])([CH3:55])[CH3:54])=[O:51])[C:57]([O:59][C:60]([CH3:61])([CH3:62])[CH3:63])=[O:58])=[N:44][CH:43]=[CH:42]3)[C:97]2[CH:102]=[C:101]([CH2:103][CH3:104])[CH:100]=[C:99]([O:105][CH2:106][CH3:107])[C:98]=2[F:108])[N:74]([C:76]([C:83]2[CH:88]=[CH:87][CH:86]=[CH:85][CH:84]=2)([C:77]2[CH:82]=[CH:81][CH:80]=[CH:79][CH:78]=2)[C:89]2[CH:90]=[CH:91][CH:92]=[CH:93][CH:94]=2)[CH:75]=1. (2) The product is: [CH2:24]([O:31][C:32]([N:10]1[CH2:11][C@H:12]([CH3:22])[C@@H:13]([O:14][Si:15]([C:18]([CH3:21])([CH3:20])[CH3:19])([CH3:16])[CH3:17])[C@H:8]([NH:7][C:6]([O:5][C:1]([CH3:4])([CH3:2])[CH3:3])=[O:23])[CH2:9]1)=[O:33])[C:25]1[CH:30]=[CH:29][CH:28]=[CH:27][CH:26]=1. Given the reactants [C:1]([O:5][C:6](=[O:23])[NH:7][C@H:8]1[C@H:13]([O:14][Si:15]([C:18]([CH3:21])([CH3:20])[CH3:19])([CH3:17])[CH3:16])[C@@H:12]([CH3:22])[CH2:11][NH:10][CH2:9]1)([CH3:4])([CH3:3])[CH3:2].[CH2:24]([O:31][C:32](ON1C(=O)CCC1=O)=[O:33])[C:25]1[CH:30]=[CH:29][CH:28]=[CH:27][CH:26]=1, predict the reaction product.